Dataset: Retrosynthesis with 50K atom-mapped reactions and 10 reaction types from USPTO. Task: Predict the reactants needed to synthesize the given product. (1) Given the product CN(C(=O)c1ccc(Cl)cc1)[C@@H]1CCN(C(=O)C2CC(=O)NC(=O)C2)C[C@H]1c1ccc(Cl)c(Cl)c1, predict the reactants needed to synthesize it. The reactants are: CN(C(=O)c1ccc(Cl)cc1)[C@@H]1CCNC[C@H]1c1ccc(Cl)c(Cl)c1.O=C1CC(C(=O)O)CC(=O)N1. (2) Given the product C[C@H]1C[C@@H](Oc2cccc(N=C(c3ccccc3)c3ccccc3)n2)CCN1C(=O)OC(C)(C)C, predict the reactants needed to synthesize it. The reactants are: C[C@H]1C[C@@H](Oc2cccc(Cl)n2)CCN1C(=O)OC(C)(C)C.N=C(c1ccccc1)c1ccccc1. (3) Given the product COC(=O)c1ncc2cc(Br)ccc2c1OCc1ccccc1, predict the reactants needed to synthesize it. The reactants are: BrCc1ccccc1.COC(=O)c1ncc2cc(Br)ccc2c1O. (4) Given the product O=Cc1ccc(OC(=O)c2ccccc2)cc1, predict the reactants needed to synthesize it. The reactants are: O=C(Cl)c1ccccc1.O=Cc1ccc(O)cc1. (5) Given the product COc1ccc2nc(Sc3ccc(NC(=S)Nc4ccc(Cl)c(C(F)(F)F)c4)cc3)ccc2c1, predict the reactants needed to synthesize it. The reactants are: COc1ccc2nc(Sc3ccc(N)cc3)ccc2c1.FC(F)(F)c1cc(N=C=S)ccc1Cl.